Dataset: Catalyst prediction with 721,799 reactions and 888 catalyst types from USPTO. Task: Predict which catalyst facilitates the given reaction. Reactant: [CH3:1][N:2]1[C:7](=[O:8])[C:6]([NH:9][C:10]2[CH:15]=[CH:14][C:13]([N:16]3[CH2:21][CH2:20][N:19]([CH:22]4[CH2:25][O:24][CH2:23]4)[CH2:18][C@@H:17]3[CH3:26])=[CH:12][N:11]=2)=[CH:5][C:4]([C:27]2[C:32]([CH:33]=[O:34])=[C:31]([N:35]3[C:47](=[O:48])[C:39]4[CH:40]=[C:41]5[N:46]([C:38]=4[CH:37]=[N:36]3)[CH2:45][CH2:44][CH2:43][CH2:42]5)[N:30]=[CH:29][CH:28]=2)=[CH:3]1.[BH4-].[Na+]. Product: [OH:34][CH2:33][C:32]1[C:31]([N:35]2[C:47](=[O:48])[C:39]3[CH:40]=[C:41]4[N:46]([C:38]=3[CH:37]=[N:36]2)[CH2:45][CH2:44][CH2:43][CH2:42]4)=[N:30][CH:29]=[CH:28][C:27]=1[C:4]1[CH:5]=[C:6]([NH:9][C:10]2[CH:15]=[CH:14][C:13]([N:16]3[CH2:21][CH2:20][N:19]([CH:22]4[CH2:23][O:24][CH2:25]4)[CH2:18][C@@H:17]3[CH3:26])=[CH:12][N:11]=2)[C:7](=[O:8])[N:2]([CH3:1])[CH:3]=1. The catalyst class is: 5.